This data is from Peptide-MHC class I binding affinity with 185,985 pairs from IEDB/IMGT. The task is: Regression. Given a peptide amino acid sequence and an MHC pseudo amino acid sequence, predict their binding affinity value. This is MHC class I binding data. The peptide sequence is YSRCGSGPWI. The MHC is Patr-B0101 with pseudo-sequence Patr-B0101. The binding affinity (normalized) is 0.896.